This data is from Reaction yield outcomes from USPTO patents with 853,638 reactions. The task is: Predict the reaction yield, written as a fraction of the theoretical maximum amount of product (1.0 means a 100% yield; for example, 0.34 means a 34% yield). (1) The catalyst is O1CCCC1. The yield is 0.840. The product is [Br:11][C:12]1[CH:13]=[CH:14][C:15]([C@@:18]2([CH3:38])[C@@H:21]([C:22]3[CH:27]=[CH:26][C:25]([Cl:28])=[CH:24][CH:23]=3)[N:20]([C:29]3[CH:34]=[CH:33][C:32]([O:35][CH3:36])=[CH:31][CH:30]=3)[C:19]2=[O:37])=[CH:16][CH:17]=1. The reactants are C[Si]([N-][Si](C)(C)C)(C)C.[Li+].[Br:11][C:12]1[CH:17]=[CH:16][C:15]([C@@H:18]2[C@@H:21]([C:22]3[CH:27]=[CH:26][C:25]([Cl:28])=[CH:24][CH:23]=3)[N:20]([C:29]3[CH:34]=[CH:33][C:32]([O:35][CH3:36])=[CH:31][CH:30]=3)[C:19]2=[O:37])=[CH:14][CH:13]=1.[CH3:38]I.[Cl-].[NH4+]. (2) The reactants are [CH3:1][C:2]1[CH:3]=[C:4]2[C:8](=[C:9]([N:11]([CH3:20])[S:12]([C:15]3[S:16][CH:17]=[CH:18][CH:19]=3)(=[O:14])=[O:13])[CH:10]=1)[NH:7][C:6]([C:21]1[S:22][CH:23]([CH2:26]C(O)=O)[CH2:24][N:25]=1)=[CH:5]2.[CH2:30]([OH:37])[C:31]1[CH:36]=[CH:35][CH:34]=[CH:33][CH:32]=1.C([N:40]([CH2:43]C)CC)C.C1(P(N=[N+]=[N-])(C2C=CC=CC=2)=[O:52])C=CC=CC=1. The catalyst is CN(C)C=O.O. The product is [CH2:30]([O:37][C:43](=[O:52])[NH:40][CH2:26][CH:23]1[S:22][C:21]([C:6]2[NH:7][C:8]3[C:4]([CH:5]=2)=[CH:3][C:2]([CH3:1])=[CH:10][C:9]=3[N:11]([CH3:20])[S:12]([C:15]2[S:16][CH:17]=[CH:18][CH:19]=2)(=[O:13])=[O:14])=[N:25][CH2:24]1)[C:31]1[CH:36]=[CH:35][CH:34]=[CH:33][CH:32]=1. The yield is 0.180. (3) The reactants are [Cl:1][C:2]1[C:3]([O:18][C:19]2[CH:24]=[CH:23][N:22]=[C:21]([C:25]3[CH:26]=[N:27][N:28]([CH3:30])[CH:29]=3)[CH:20]=2)=[CH:4][C:5]([F:17])=[C:6]([NH:8][C:9]([N:11]2[CH2:15][CH2:14][NH:13][C:12]2=[O:16])=[O:10])[CH:7]=1.[H-].[Na+].O.CN([CH:37]=[O:38])C. No catalyst specified. The product is [Cl:1][C:2]1[C:3]([O:18][C:19]2[CH:24]=[CH:23][N:22]=[C:21]([C:25]3[CH:26]=[N:27][N:28]([CH3:30])[CH:29]=3)[CH:20]=2)=[CH:4][C:5]([F:17])=[C:6]([NH:8][C:9]([N:11]2[CH2:15][CH2:14][N:13]([CH2:20][CH2:21][C:25]([O:38][CH3:37])([CH3:26])[CH3:29])[C:12]2=[O:16])=[O:10])[CH:7]=1. The yield is 0.280.